From a dataset of Merck oncology drug combination screen with 23,052 pairs across 39 cell lines. Regression. Given two drug SMILES strings and cell line genomic features, predict the synergy score measuring deviation from expected non-interaction effect. (1) Synergy scores: synergy=0.909. Cell line: SW620. Drug 1: O=S1(=O)NC2(CN1CC(F)(F)F)C1CCC2Cc2cc(C=CCN3CCC(C(F)(F)F)CC3)ccc2C1. Drug 2: COC12C(COC(N)=O)C3=C(C(=O)C(C)=C(N)C3=O)N1CC1NC12. (2) Drug 1: O=P1(N(CCCl)CCCl)NCCCO1. Drug 2: C#Cc1cccc(Nc2ncnc3cc(OCCOC)c(OCCOC)cc23)c1. Cell line: NCIH2122. Synergy scores: synergy=5.42. (3) Drug 1: O=C(O)C1(Cc2cccc(Nc3nccs3)n2)CCC(Oc2cccc(Cl)c2F)CC1. Drug 2: Cc1nc(Nc2ncc(C(=O)Nc3c(C)cccc3Cl)s2)cc(N2CCN(CCO)CC2)n1. Cell line: NCIH520. Synergy scores: synergy=40.8. (4) Drug 1: CC(=O)OC1C(=O)C2(C)C(O)CC3OCC3(OC(C)=O)C2C(OC(=O)c2ccccc2)C2(O)CC(OC(=O)C(O)C(NC(=O)c3ccccc3)c3ccccc3)C(C)=C1C2(C)C. Drug 2: Cc1nc(Nc2ncc(C(=O)Nc3c(C)cccc3Cl)s2)cc(N2CCN(CCO)CC2)n1. Cell line: RKO. Synergy scores: synergy=17.9.